Predict the product of the given reaction. From a dataset of Forward reaction prediction with 1.9M reactions from USPTO patents (1976-2016). (1) Given the reactants [CH2:1]([O:3][C:4]([C:6]1[N:7]([CH3:16])[C:8]([CH2:14][CH3:15])=[C:9]([C:12]#[N:13])[C:10]=1I)=[O:5])[CH3:2].[Br:17][C:18]1[CH:23]=[CH:22][C:21](B(O)O)=[CH:20][CH:19]=1.C([O-])([O-])=O.[Na+].[Na+].O1CCOCC1, predict the reaction product. The product is: [CH2:1]([O:3][C:4]([C:6]1[N:7]([CH3:16])[C:8]([CH2:14][CH3:15])=[C:9]([C:12]#[N:13])[C:10]=1[C:21]1[CH:22]=[CH:23][C:18]([Br:17])=[CH:19][CH:20]=1)=[O:5])[CH3:2]. (2) Given the reactants [Br:1][C:2]1[CH:3]=[C:4]2[C:9](=[CH:10][CH:11]=1)[CH:8]=[N:7][C:6]([NH:12][C:13](=[O:19])[O:14][C:15]([CH3:18])([CH3:17])[CH3:16])=[CH:5]2.[H-].[Na+].I[CH3:23], predict the reaction product. The product is: [Br:1][C:2]1[CH:3]=[C:4]2[C:9](=[CH:10][CH:11]=1)[CH:8]=[N:7][C:6]([N:12]([CH3:23])[C:13](=[O:19])[O:14][C:15]([CH3:16])([CH3:18])[CH3:17])=[CH:5]2. (3) Given the reactants [CH3:1][C@@:2]1([CH2:13][O:14][C:15]2[CH:20]=[CH:19][C:18]([N:21]3[CH2:26][CH2:25][N:24]([C:27]([O:29][C:30](C)(C)[CH3:31])=[O:28])[CH2:23][CH2:22]3)=[CH:17][CH:16]=2)[O:6][C:5]2=[N:7][C:8]([N+:10]([O-:12])=[O:11])=[CH:9][N:4]2[CH2:3]1.FC(F)(F)C(O)=O.C(N(CC)CC)C.ClC(OCC)=O, predict the reaction product. The product is: [CH3:1][C@@:2]1([CH2:13][O:14][C:15]2[CH:16]=[CH:17][C:18]([N:21]3[CH2:22][CH2:23][N:24]([C:27]([O:29][CH2:30][CH3:31])=[O:28])[CH2:25][CH2:26]3)=[CH:19][CH:20]=2)[O:6][C:5]2=[N:7][C:8]([N+:10]([O-:12])=[O:11])=[CH:9][N:4]2[CH2:3]1. (4) Given the reactants [C:1](#[N:3])[CH3:2].C([Li])CCC.C(OC(=O)C[C:14]1[CH:19]=[C:18]([O:20][CH2:21][C:22]2[CH:27]=[CH:26][CH:25]=[CH:24][CH:23]=2)[CH:17]=[C:16]([O:28][CH2:29][C:30]2[CH:35]=[CH:34][CH:33]=[CH:32][CH:31]=2)[CH:15]=1)C.C1C[O:40][CH2:39]C1, predict the reaction product. The product is: [CH2:29]([O:28][C:16]1[CH:15]=[C:14]([C:39](=[O:40])[CH2:2][C:1]#[N:3])[CH:19]=[C:18]([O:20][CH2:21][C:22]2[CH:27]=[CH:26][CH:25]=[CH:24][CH:23]=2)[CH:17]=1)[C:30]1[CH:31]=[CH:32][CH:33]=[CH:34][CH:35]=1. (5) Given the reactants [CH2:1]([O:3][C:4]([C:6]1[CH:7]=[N:8][N:9]([C:11]2[CH:30]=[CH:29][C:14]([O:15][CH:16]3[CH2:21][CH2:20][N:19](C(OC(C)(C)C)=O)[CH2:18][CH2:17]3)=[CH:13][CH:12]=2)[CH:10]=1)=[O:5])[CH3:2], predict the reaction product. The product is: [NH:19]1[CH2:20][CH2:21][CH:16]([O:15][C:14]2[CH:29]=[CH:30][C:11]([N:9]3[CH:10]=[C:6]([C:4]([O:3][CH2:1][CH3:2])=[O:5])[CH:7]=[N:8]3)=[CH:12][CH:13]=2)[CH2:17][CH2:18]1. (6) Given the reactants C(OC([NH:8][C@H:9]([C:16]([NH:18][C@@H:19]([CH2:31][CH2:32][C:33]([O:35][CH3:36])=[O:34])[C:20]([NH:22][CH2:23][C:24]1[CH:29]=[CH:28][C:27]([I:30])=[CH:26][CH:25]=1)=[O:21])=[O:17])[CH2:10][CH2:11][C:12]([O:14][CH3:15])=[O:13])=O)(C)(C)C, predict the reaction product. The product is: [NH2:8][C@H:9]([C:16]([NH:18][C@@H:19]([CH2:31][CH2:32][C:33]([O:35][CH3:36])=[O:34])[C:20]([NH:22][CH2:23][C:24]1[CH:25]=[CH:26][C:27]([I:30])=[CH:28][CH:29]=1)=[O:21])=[O:17])[CH2:10][CH2:11][C:12]([O:14][CH3:15])=[O:13].